Dataset: Forward reaction prediction with 1.9M reactions from USPTO patents (1976-2016). Task: Predict the product of the given reaction. (1) Given the reactants [C:1]1([CH:14]=[CH:13][CH:12]=[CH:11]N=1)[S:2][S:3][C:4]1[CH:9]=[CH:8][CH:7]=[CH:6][N:5]=1.SCCCCC[CH2:21][CH2:22][CH2:23][CH2:24][CH2:25][CH2:26][O:27][CH2:28][CH2:29][O:30][CH2:31][CH2:32][O:33][CH2:34][CH2:35][OH:36], predict the reaction product. The product is: [N:5]1[CH:6]=[CH:7][CH:8]=[CH:9][C:4]=1[S:3][S:2][CH2:1][CH2:14][CH2:13][CH2:12][CH2:11][CH2:21][CH2:22][CH2:23][CH2:24][CH2:25][CH2:26][O:27][CH2:28][CH2:29][O:30][CH2:31][CH2:32][O:33][CH2:34][CH2:35][OH:36]. (2) Given the reactants [CH2:1]([C:3]1[N:4]([C:14]2[CH:19]=[CH:18][CH:17]=[CH:16][C:15]=2[O:20][CH2:21][CH3:22])[C:5](=[O:13])[C:6]2[CH:12]=[N:11][CH:10]=[CH:9][C:7]=2[N:8]=1)[CH3:2].BrN1C(=O)CCC1=O.[NH:31]1[CH2:36][CH2:35][NH:34][CH2:33][CH2:32]1.[Cl:37][C:38]1[CH:48]=[CH:47][C:41]([O:42][CH2:43][C:44](Cl)=[O:45])=[CH:40][CH:39]=1, predict the reaction product. The product is: [Cl:37][C:38]1[CH:48]=[CH:47][C:41]([O:42][CH2:43][C:44]([N:31]2[CH2:36][CH2:35][N:34]([CH:1]([C:3]3[N:4]([C:14]4[CH:19]=[CH:18][CH:17]=[CH:16][C:15]=4[O:20][CH2:21][CH3:22])[C:5](=[O:13])[C:6]4[CH:12]=[N:11][CH:10]=[CH:9][C:7]=4[N:8]=3)[CH3:2])[CH2:33][CH2:32]2)=[O:45])=[CH:40][CH:39]=1. (3) Given the reactants [C:1]([N:4]1[C:13]2[C:8](=[CH:9][C:10]([OH:14])=[CH:11][CH:12]=2)[C:7]([C:16]2[CH:21]=[CH:20][CH:19]=[CH:18][CH:17]=2)([CH3:15])[CH2:6][C:5]1([CH3:23])[CH3:22])(=[O:3])[CH3:2].C(=O)([O-])[O-].[Cs+].[Cs+].Cl[CH2:31][CH:32]1[CH2:34][CH2:33]1, predict the reaction product. The product is: [C:1]([N:4]1[C:13]2[C:8](=[CH:9][C:10]([O:14][CH2:31][CH:32]3[CH2:34][CH2:33]3)=[CH:11][CH:12]=2)[C:7]([C:16]2[CH:21]=[CH:20][CH:19]=[CH:18][CH:17]=2)([CH3:15])[CH2:6][C:5]1([CH3:23])[CH3:22])(=[O:3])[CH3:2]. (4) The product is: [F:7][C:8]1[CH:15]=[C:14]([CH:4]=[CH:3][C:1]#[N:2])[CH:13]=[CH:10][CH:9]=1. Given the reactants [C:1]([CH2:3][C:4](O)=O)#[N:2].[F:7][C:8]1[CH:9]=[C:10]([CH:13]=[CH:14][CH:15]=1)C=O, predict the reaction product. (5) Given the reactants [O:1]1[C:5]2[CH:6]=[CH:7][C:8]([CH2:10][C:11]#N)=[CH:9][C:4]=2[O:3][CH2:2]1.Br[CH2:14][CH2:15]Cl.[OH-:17].[Na+].[OH2:19], predict the reaction product. The product is: [O:1]1[C:5]2[CH:6]=[CH:7][C:8]([C:10]3([C:11]([OH:19])=[O:17])[CH2:15][CH2:14]3)=[CH:9][C:4]=2[O:3][CH2:2]1.